This data is from Catalyst prediction with 721,799 reactions and 888 catalyst types from USPTO. The task is: Predict which catalyst facilitates the given reaction. (1) Reactant: Cl[S:2]([OH:5])(=O)=[O:3].C[C:7]1[CH:21]=[CH:20][C:10](NC(=O)[C:7]2[CH:21]=[CH:20][CH:10]=[CH:9][CH:8]=2)=[CH:9][CH:8]=1.C(=O)(O)[O-].[Na+].[CH3:27][O:28][C:29]1[CH:45]=[CH:44][C:32]([CH2:33][NH:34][CH2:35][C:36]2[CH:41]=[CH:40][C:39]([O:42][CH3:43])=[CH:38][CH:37]=2)=[CH:31][CH:30]=1. Product: [CH3:43][O:42][C:39]1[CH:40]=[CH:41][C:36]([CH2:35][N:34]([CH2:33][C:32]2[CH:31]=[CH:30][C:29]([O:28][CH3:27])=[CH:45][CH:44]=2)[S:2]([C:7]2[CH:21]=[CH:20][CH:10]=[CH:9][CH:8]=2)(=[O:5])=[O:3])=[CH:37][CH:38]=1. The catalyst class is: 4. (2) Reactant: [CH3:1][C:2]12[CH2:18][CH2:17][CH:16]([OH:19])[CH2:15][C:14]1=[CH:13][CH2:12][CH:11]1[CH:3]2[CH:4]([OH:27])[CH2:5][C:6]2([CH3:26])[CH:10]1[CH2:9][CH2:8][CH:7]2[C:20]1([CH3:25])OCC[O:21]1.S(=O)(=O)(O)O. Product: [OH:19][C@@H:16]1[CH2:15][C:14]2[C@@:2]([CH3:1])([C@@H:3]3[C@@H:11]([CH2:12][CH:13]=2)[C@H:10]2[C@@:6]([CH3:26])([C@@H:7]([C:20](=[O:21])[CH3:25])[CH2:8][CH2:9]2)[CH2:5][C@@H:4]3[OH:27])[CH2:18][CH2:17]1. The catalyst class is: 21. (3) Reactant: [CH2:1]([OH:7])[CH2:2][CH2:3][CH2:4][CH:5]=[CH2:6].C(N(CC)CC)C.[CH3:15][S:16](Cl)(=[O:18])=[O:17]. Product: [CH3:15][S:16]([O:7][CH2:1][CH2:2][CH2:3][CH2:4][CH:5]=[CH2:6])(=[O:18])=[O:17]. The catalyst class is: 4.